From a dataset of Catalyst prediction with 721,799 reactions and 888 catalyst types from USPTO. Predict which catalyst facilitates the given reaction. Reactant: [Cl:1][C:2]1[CH:7]=[C:6](B2OC(C)(C)C(C)(C)O2)[CH:5]=[CH:4][C:3]=1[CH2:17][C:18]([O:20][CH2:21][CH3:22])=[O:19].CC([O-])=O.[K+].C(Cl)Cl.Cl[C:32]1[CH:37]=[N:36][CH:35]=[C:34]([CH3:38])[N:33]=1. Product: [Cl:1][C:2]1[CH:7]=[C:6]([C:32]2[CH:37]=[N:36][CH:35]=[C:34]([CH3:38])[N:33]=2)[CH:5]=[CH:4][C:3]=1[CH2:17][C:18]([O:20][CH2:21][CH3:22])=[O:19]. The catalyst class is: 38.